From a dataset of Forward reaction prediction with 1.9M reactions from USPTO patents (1976-2016). Predict the product of the given reaction. Given the reactants Cl[C:2]1[C:11]2[C:6](=[CH:7][C:8]([C:12]3[CH:17]=[CH:16][CH:15]=[CH:14][CH:13]=3)=[CH:9][CH:10]=2)[N:5]=[CH:4][C:3]=1[N+:18]([O-:20])=[O:19].[C:21]([O:25][C:26]([N:28]1[CH2:33][CH2:32][CH:31]([CH2:34][NH2:35])[CH2:30][CH2:29]1)=[O:27])([CH3:24])([CH3:23])[CH3:22], predict the reaction product. The product is: [N+:18]([C:3]1[CH:4]=[N:5][C:6]2[C:11]([C:2]=1[NH:35][CH2:34][CH:31]1[CH2:32][CH2:33][N:28]([C:26]([O:25][C:21]([CH3:24])([CH3:23])[CH3:22])=[O:27])[CH2:29][CH2:30]1)=[CH:10][CH:9]=[C:8]([C:12]1[CH:17]=[CH:16][CH:15]=[CH:14][CH:13]=1)[CH:7]=2)([O-:20])=[O:19].